From a dataset of Forward reaction prediction with 1.9M reactions from USPTO patents (1976-2016). Predict the product of the given reaction. (1) Given the reactants [F:1][C:2]([F:17])([F:16])[C:3]1[CH:4]=[CH:5][C:6]([C:9]2[CH:14]=[CH:13][NH:12][C:11](=[O:15])[CH:10]=2)=[N:7][CH:8]=1.Br[C:19]1[CH:24]=[CH:23][C:22]2[C:25]3[CH2:26][N:27]([C:33]([O:35][C:36]([CH3:39])([CH3:38])[CH3:37])=[O:34])[CH2:28][CH2:29][CH2:30][C:31]=3[O:32][C:21]=2[CH:20]=1.C([O-])([O-])=O.[Cs+].[Cs+].CN[C@@H]1CCCC[C@H]1NC, predict the reaction product. The product is: [O:15]=[C:11]1[CH:10]=[C:9]([C:6]2[CH:5]=[CH:4][C:3]([C:2]([F:1])([F:16])[F:17])=[CH:8][N:7]=2)[CH:14]=[CH:13][N:12]1[C:19]1[CH:24]=[CH:23][C:22]2[C:25]3[CH2:26][N:27]([C:33]([O:35][C:36]([CH3:39])([CH3:38])[CH3:37])=[O:34])[CH2:28][CH2:29][CH2:30][C:31]=3[O:32][C:21]=2[CH:20]=1. (2) Given the reactants [C:1]([O:5][C:6]([N:8]1[CH2:13][CH2:12][N:11]([C:14]2[CH:19]=[CH:18][C:17]([C:20]#[N:21])=[CH:16][CH:15]=2)[CH2:10][CH2:9]1)=[O:7])([CH3:4])([CH3:3])[CH3:2].C[Sn]([N:26]=[N+:27]=[N-:28])(C)C, predict the reaction product. The product is: [C:1]([O:5][C:6]([N:8]1[CH2:9][CH2:10][N:11]([C:14]2[CH:15]=[CH:16][C:17]([C:20]3[N:26]=[N:27][NH:28][N:21]=3)=[CH:18][CH:19]=2)[CH2:12][CH2:13]1)=[O:7])([CH3:4])([CH3:2])[CH3:3]. (3) Given the reactants [C:1]([N:4]1[C:8]2[CH:9]=[CH:10][CH:11]=[CH:12][C:7]=2[S:6][CH:5]1C#N)(=O)[CH3:2].F[B-](F)(F)F.[H+].[C:21]([C:27]([O:29][CH3:30])=[O:28])#[C:22][C:23]([O:25][CH3:26])=[O:24], predict the reaction product. The product is: [CH3:2][C:1]1[N:4]2[C:5]([S:6][C:7]3[CH:12]=[CH:11][CH:10]=[CH:9][C:8]=32)=[C:22]([C:23]([O:25][CH3:26])=[O:24])[C:21]=1[C:27]([O:29][CH3:30])=[O:28]. (4) Given the reactants [Cl:1][C:2]1[CH:7]=[CH:6][CH:5]=[CH:4][C:3]=1[CH2:8][CH2:9][N:10]([CH2:18][CH2:19][CH2:20][S:21][CH2:22][CH2:23][OH:24])[C:11](=[O:17])[O:12][C:13]([CH3:16])([CH3:15])[CH3:14].C(N(CC)CC)C.S(=O)(=O)=O.Cl, predict the reaction product. The product is: [Cl:1][C:2]1[CH:7]=[CH:6][CH:5]=[CH:4][C:3]=1[CH2:8][CH2:9][N:10]([CH2:18][CH2:19][CH2:20][S:21][CH2:22][CH:23]=[O:24])[C:11](=[O:17])[O:12][C:13]([CH3:15])([CH3:16])[CH3:14]. (5) Given the reactants [CH3:1][O:2][C:3](=[O:30])[NH:4][C@H:5]([C:9]([N:11]1[CH2:15][C@@H:14]([S:16][CH3:17])[CH2:13][C@H:12]1[C:18]1[NH:19][CH:20]=[C:21]([C:23]2[CH:28]=[CH:27][C:26](Br)=[CH:25][CH:24]=2)[N:22]=1)=[O:10])[CH:6]([CH3:8])[CH3:7].[CH3:31][C:32]1([CH3:48])[C:36]([CH3:38])([CH3:37])[O:35][B:34]([B:34]2[O:35][C:36]([CH3:38])([CH3:37])[C:32]([CH3:48])([CH3:31])[O:33]2)[O:33]1.C([O-])(=O)C.[K+], predict the reaction product. The product is: [CH3:1][O:2][C:3](=[O:30])[NH:4][C@H:5]([C:9]([N:11]1[CH2:15][C@@H:14]([S:16][CH3:17])[CH2:13][C@H:12]1[C:18]1[NH:19][CH:20]=[C:21]([C:23]2[CH:28]=[CH:27][C:26]([B:34]3[O:35][C:36]([CH3:38])([CH3:37])[C:32]([CH3:48])([CH3:31])[O:33]3)=[CH:25][CH:24]=2)[N:22]=1)=[O:10])[CH:6]([CH3:8])[CH3:7]. (6) Given the reactants [C:1]1([C:7]2[NH:11][N:10]=[C:9]([C:12]([OH:14])=O)[CH:8]=2)[CH:6]=[CH:5][CH:4]=[CH:3][CH:2]=1.CCN([CH:21]([CH3:23])C)C(C)C.C1C=CC2N([OH:33])N=NC=2C=1.CCN=C=NCCC[N:42]([CH3:44])C.Cl.CN([CH:49]=[O:50])C, predict the reaction product. The product is: [CH2:21]([O:33][C:49](=[O:50])[CH2:44][NH:42][C:12]([C:9]1[CH:8]=[C:7]([C:1]2[CH:2]=[CH:3][CH:4]=[CH:5][CH:6]=2)[NH:11][N:10]=1)=[O:14])[CH3:23].